From a dataset of Peptide-MHC class I binding affinity with 185,985 pairs from IEDB/IMGT. Regression. Given a peptide amino acid sequence and an MHC pseudo amino acid sequence, predict their binding affinity value. This is MHC class I binding data. (1) The peptide sequence is ALGGSCHTT. The MHC is HLA-B15:01 with pseudo-sequence HLA-B15:01. The binding affinity (normalized) is 0.0847. (2) The peptide sequence is KTKEIEQVY. The MHC is Patr-B0101 with pseudo-sequence Patr-B0101. The binding affinity (normalized) is 0. (3) The peptide sequence is ELENKKVEYV. The MHC is HLA-A02:03 with pseudo-sequence HLA-A02:03. The binding affinity (normalized) is 0.242. (4) The peptide sequence is LSDAARLFL. The MHC is HLA-B51:01 with pseudo-sequence HLA-B51:01. The binding affinity (normalized) is 0.0847. (5) The peptide sequence is FLGPLLVLQA. The MHC is HLA-A02:02 with pseudo-sequence HLA-A02:02. The binding affinity (normalized) is 0.241. (6) The peptide sequence is SSPLELFML. The MHC is Mamu-B08 with pseudo-sequence YSSEYEERAGHTDADTLYLTYHYYTWAEVAYTWY. The binding affinity (normalized) is 0. (7) The binding affinity (normalized) is 0. The peptide sequence is NTNMGLKFR. The MHC is HLA-A68:02 with pseudo-sequence HLA-A68:02.